Dataset: Forward reaction prediction with 1.9M reactions from USPTO patents (1976-2016). Task: Predict the product of the given reaction. (1) Given the reactants [CH3:1][O:2][C:3]1[CH:4]=[C:5]([NH2:10])[C:6]([NH2:9])=[CH:7][CH:8]=1.[F:11][C:12]([F:21])([F:20])[C:13](=O)[C:14]([O:16]CC)=[O:15], predict the reaction product. The product is: [CH3:1][O:2][C:3]1[CH:4]=[C:5]2[C:6](=[CH:7][CH:8]=1)[NH:9][C:14](=[O:15])[C:13]([C:12]([F:21])([F:20])[F:11])=[N:10]2.[CH3:1][O:2][C:3]1[CH:4]=[C:5]2[C:6]([N:9]=[C:13]([C:12]([F:11])([F:20])[F:21])[C:14](=[O:16])[NH:10]2)=[CH:7][CH:8]=1. (2) Given the reactants [CH3:1][C:2]1[C:6]([CH2:7][OH:8])=[C:5]([CH3:9])[O:4][N:3]=1, predict the reaction product. The product is: [CH3:1][C:2]1[C:6]([CH:7]=[O:8])=[C:5]([CH3:9])[O:4][N:3]=1.